The task is: Predict the product of the given reaction.. This data is from Forward reaction prediction with 1.9M reactions from USPTO patents (1976-2016). Given the reactants CN(C(ON1N=NC2C=CC=NC1=2)=[N+](C)C)C.F[P-](F)(F)(F)(F)F.[Br:25][C:26]1[CH:27]=[C:28]2[C:32](=[CH:33][CH:34]=1)[N:31]([CH:35]1[CH2:40][CH2:39][CH2:38][CH2:37][O:36]1)[N:30]=[C:29]2[C:41]([OH:43])=O.C(N(C(C)C)CC)(C)C.[NH2:53][C:54]1[CH:55]=[CH:56][C:57]([C:60]([F:63])([F:62])[F:61])=[N:58][CH:59]=1, predict the reaction product. The product is: [Br:25][C:26]1[CH:27]=[C:28]2[C:32](=[CH:33][CH:34]=1)[N:31]([CH:35]1[CH2:40][CH2:39][CH2:38][CH2:37][O:36]1)[N:30]=[C:29]2[C:41]([NH:53][C:54]1[CH:59]=[N:58][C:57]([C:60]([F:63])([F:61])[F:62])=[CH:56][CH:55]=1)=[O:43].